Dataset: Experimentally validated miRNA-target interactions with 360,000+ pairs, plus equal number of negative samples. Task: Binary Classification. Given a miRNA mature sequence and a target amino acid sequence, predict their likelihood of interaction. (1) The miRNA is cel-miR-392-3p with sequence UAUCAUCGAUCACGUGUGAUGA. The protein sequence of the target gene is MMLIPTHHFRNIERKPEYLQPEKCVPPPYPGPVGTMWFIRDGCGIACAIVTWFLVLYAEFVVLFVMLIPSRDYVYSIINGIVFNLLAFLALASHCRAMLTDPGAVPKGNATKEFIESLQLKPGQVVYKCPKCCSIKPDRAHHCSVCKRCIRKMDHHCPWVNNCVGENNQKYFVLFTMYIALISLHALIMVGFHFLHCFEEDWTKCSSFSPPTTVILLILLCFEGLLFLIFTSVMFGTQVHSICTDETGIEQLKKEERRWAKKTKWMNMKAVFGHPFSLGWASPFATPDQGKADPYQYVV. Result: 0 (no interaction). (2) The miRNA is hsa-miR-513b-5p with sequence UUCACAAGGAGGUGUCAUUUAU. The protein sequence of the target gene is MLRQCARWVLTRTRFGRGCRRYGSCSPSASGDAGEARAYFTTPIFYVNAAPHIGHLYSALLADALCRHRRLRVPGSASTRFSTGTDEHGLKIQQAAATAGLAPIELCDRVSAQFLQLFREADISSTDFIRTTEARHRVAVQHFWGVLEARGLLYKGIYEGWYCASDECFLPEAKVTRQVGPSGDPCPVSLESGHPVSWTKEENYIFKLSQFREPLQRWLGNNPQAITPEPFHQAVLQWLEEELPDLSVSRRSSHLHWGIPVPGDDSQTIYVWLDALVNYLTVVGYPDADFKSWWPATSHI.... Result: 0 (no interaction).